Dataset: Reaction yield outcomes from USPTO patents with 853,638 reactions. Task: Predict the reaction yield, written as a fraction of the theoretical maximum amount of product (1.0 means a 100% yield; for example, 0.34 means a 34% yield). (1) The reactants are [C:1]([O:5][C:6]([NH:8][CH2:9][C:10]1[C:11]([C:37]2[CH:42]=[CH:41][C:40]([CH3:43])=[CH:39][CH:38]=2)=[C:12]([CH2:21][O:22][C:23]2[C:27]([C:28]([O:30][CH3:31])=[O:29])=[CH:26][N:25]([CH2:32][C:33]([O:35]C)=[O:34])[N:24]=2)[C:13]([CH3:20])=[N:14][C:15]=1[CH2:16][CH:17]([CH3:19])[CH3:18])=[O:7])([CH3:4])([CH3:3])[CH3:2].[OH-].[Na+].Cl. The catalyst is O1CCCC1. The product is [C:1]([O:5][C:6]([NH:8][CH2:9][C:10]1[C:11]([C:37]2[CH:42]=[CH:41][C:40]([CH3:43])=[CH:39][CH:38]=2)=[C:12]([CH2:21][O:22][C:23]2[C:27]([C:28]([O:30][CH3:31])=[O:29])=[CH:26][N:25]([CH2:32][C:33]([OH:35])=[O:34])[N:24]=2)[C:13]([CH3:20])=[N:14][C:15]=1[CH2:16][CH:17]([CH3:18])[CH3:19])=[O:7])([CH3:2])([CH3:3])[CH3:4]. The yield is 0.990. (2) The reactants are C12(C3C=C[C:14]([O:15]CC(O)=O)=[CH:13]C=3)CC3CC(CC(C3)C1)C2.N[C:23]1[CH:28]=[CH:27][C:26]([S:29]([NH2:32])(=[O:31])=[O:30])=[CH:25][CH:24]=1.C[N:34](C=O)C. The catalyst is CN(C)C1C=CN=CC=1. The product is [S:29]([C:26]1[CH:27]=[CH:28][C:23]([CH2:13][C:14]([NH2:34])=[O:15])=[CH:24][CH:25]=1)(=[O:31])(=[O:30])[NH2:32]. The yield is 0.358. (3) The reactants are [C:1]([CH2:3][CH2:4][C:5]([CH2:16][CH2:17][C:18]#[N:19])([C:11]([O:13]CC)=[O:12])[C:6]([O:8]CC)=[O:7])#[N:2].C[N+](C)(C)C.[OH-].Cl. No catalyst specified. The product is [C:18]([CH2:17][CH2:16][C:5]([CH2:4][CH2:3][C:1]#[N:2])([C:11]([OH:13])=[O:12])[C:6]([OH:8])=[O:7])#[N:19]. The yield is 0.158. (4) The reactants are [H-].[Na+].[CH:3]1([C:9]([OH:11])=[O:10])[CH2:8][CH2:7][CH2:6][CH2:5][CH2:4]1.C([NH-])(C)C.[Li+].Br[CH2:18][CH:19]([CH2:22][CH3:23])[CH2:20][CH3:21].Cl. The catalyst is O1CCCC1.O.C1CCCCC1. The product is [CH2:20]([CH:19]([CH2:22][CH3:23])[CH2:18][C:3]1([C:9]([OH:11])=[O:10])[CH2:8][CH2:7][CH2:6][CH2:5][CH2:4]1)[CH3:21]. The yield is 0.640.